Dataset: Full USPTO retrosynthesis dataset with 1.9M reactions from patents (1976-2016). Task: Predict the reactants needed to synthesize the given product. (1) Given the product [CH3:20][C:16]1([CH3:21])[CH2:17][CH2:18][CH2:19][CH:14]([S:9][C:6]2[CH:7]=[CH:8][C:3]([C:1]#[N:2])=[CH:4][CH:5]=2)[CH2:15]1, predict the reactants needed to synthesize it. The reactants are: [C:1]([C:3]1[CH:8]=[CH:7][C:6]([SH:9])=[CH:5][CH:4]=1)#[N:2].S(C1C=CC(C)=CC=1)(O[CH:14]1[CH2:19][CH2:18][CH2:17][C:16]([CH3:21])([CH3:20])[CH2:15]1)(=O)=O.C(=O)([O-])[O-].[K+].[K+]. (2) Given the product [CH2:1]([O:3][C:4]([C:6]1[CH:7]=[N:8][N:9]([CH:18]2[CH2:21][O:20][CH2:19]2)[CH:10]=1)=[O:5])[CH3:2], predict the reactants needed to synthesize it. The reactants are: [CH2:1]([O:3][C:4]([C:6]1[CH:7]=[N:8][NH:9][CH:10]=1)=[O:5])[CH3:2].C([O-])([O-])=O.[Cs+].[Cs+].Br[CH:18]1[CH2:21][O:20][CH2:19]1. (3) Given the product [C:53]([O:57][C:58]([NH:60][CH2:61][CH2:62][CH2:63][CH2:64][CH2:65][C:66]([N:9]1[CH2:13][C@@H:12]([S:14][C:15]([CH3:17])([CH3:18])[CH3:16])[C@H:11]([NH:19][S:20]([C:23]2[CH:24]=[CH:25][C:26]([C:29]3[CH:34]=[CH:33][CH:32]=[CH:31][CH:30]=3)=[CH:27][CH:28]=2)(=[O:22])=[O:21])[CH2:10]1)=[O:67])=[O:59])([CH3:56])([CH3:55])[CH3:54], predict the reactants needed to synthesize it. The reactants are: Cl.C([N:9]1[CH2:13][C@@H:12]([S:14][C:15]([CH3:18])([CH3:17])[CH3:16])[C@H:11]([NH:19][S:20]([C:23]2[CH:28]=[CH:27][C:26]([C:29]3[CH:34]=[CH:33][CH:32]=[CH:31][CH:30]=3)=[CH:25][CH:24]=2)(=[O:22])=[O:21])[CH2:10]1)(OC(C)(C)C)=O.C(N(CC)CC)C.C1C=CC2N(O)N=NC=2C=1.O.[C:53]([O:57][C:58]([NH:60][CH2:61][CH2:62][CH2:63][CH2:64][CH2:65][C:66](O)=[O:67])=[O:59])([CH3:56])([CH3:55])[CH3:54].C1CCC(N=C=NC2CCCCC2)CC1. (4) Given the product [CH3:26][C:25]1[C:20]([CH:19]2[CH2:18][CH2:17][CH2:16][CH:15]([C:27]3[C:32]([CH3:33])=[CH:31][CH:30]=[CH:29][N:28]=3)[N:14]2[CH2:13][C:5]2[CH:6]=[CH:7][C:8]([CH2:10][O:11][CH3:12])=[CH:9][C:4]=2[CH2:3][OH:2])=[N:21][CH:22]=[CH:23][CH:24]=1, predict the reactants needed to synthesize it. The reactants are: C[O:2][C:3](=O)[C:4]1[CH:9]=[C:8]([CH2:10][O:11][CH3:12])[CH:7]=[CH:6][C:5]=1[CH2:13][N:14]1[CH:19]([C:20]2[C:25]([CH3:26])=[CH:24][CH:23]=[CH:22][N:21]=2)[CH2:18][CH2:17][CH2:16][CH:15]1[C:27]1[C:32]([CH3:33])=[CH:31][CH:30]=[CH:29][N:28]=1.[Li+].[BH4-]. (5) Given the product [CH3:1][O:2][C:3]1[CH:4]=[C:5]2[C:10](=[CH:11][C:12]=1[O:13][CH3:14])[N:9]=[CH:8][CH:7]=[C:6]2[O:15][C:16]1[CH:22]=[CH:21][C:19]([NH:20][C:36]([NH:52][CH2:51][CH2:50][N:44]2[CH2:49][CH2:48][CH2:47][CH2:46][CH2:45]2)=[O:42])=[C:18]([CH3:23])[C:17]=1[CH3:24], predict the reactants needed to synthesize it. The reactants are: [CH3:1][O:2][C:3]1[CH:4]=[C:5]2[C:10](=[CH:11][C:12]=1[O:13][CH3:14])[N:9]=[CH:8][CH:7]=[C:6]2[O:15][C:16]1[CH:22]=[CH:21][C:19]([NH2:20])=[C:18]([CH3:23])[C:17]=1[CH3:24].C(N(CC)CC)C.ClC(Cl)(O[C:36](=[O:42])OC(Cl)(Cl)Cl)Cl.[N:44]1([CH2:50][CH2:51][NH2:52])[CH2:49][CH2:48][CH2:47][CH2:46][CH2:45]1.